From a dataset of Reaction yield outcomes from USPTO patents with 853,638 reactions. Predict the reaction yield, written as a fraction of the theoretical maximum amount of product (1.0 means a 100% yield; for example, 0.34 means a 34% yield). (1) The reactants are [CH3:1][S:2][C:3]1[CH:8]=[CH:7][C:6]([C:9]2[CH:14]=[CH:13][NH:12][C:11](=[O:15])[CH:10]=2)=[CH:5][CH:4]=1.Br[C:17]1[CH:25]=[C:24]2[C:20]([C:21]3[CH2:30][CH2:29][N:28]([C:31]([O:33][C:34]([CH3:37])([CH3:36])[CH3:35])=[O:32])[CH2:27][C:22]=3[N:23]2[CH3:26])=[CH:19][CH:18]=1.OC1C=CC=C2C=1N=CC=C2.C([O-])([O-])=O.[Cs+].[Cs+]. The catalyst is CS(C)=O.[Cu]I. The product is [CH3:26][N:23]1[C:24]2[C:20](=[CH:19][CH:18]=[C:17]([N:12]3[CH:13]=[CH:14][C:9]([C:6]4[CH:7]=[CH:8][C:3]([S:2][CH3:1])=[CH:4][CH:5]=4)=[CH:10][C:11]3=[O:15])[CH:25]=2)[C:21]2[CH2:30][CH2:29][N:28]([C:31]([O:33][C:34]([CH3:37])([CH3:36])[CH3:35])=[O:32])[CH2:27][C:22]1=2. The yield is 0.380. (2) The reactants are [CH:1]1([NH:4][C:5]([C:7]2[CH:8]=[CH:9][C:10]([CH3:26])=[C:11]([NH:13][C:14]([C:16]3[CH:17]=[N:18][C:19](S(C)(=O)=O)=[N:20][CH:21]=3)=[O:15])[CH:12]=2)=[O:6])[CH2:3][CH2:2]1.[N:27]1[C:28]([CH2:36][OH:37])=[CH:29][N:30]2[CH:35]=[CH:34][CH:33]=[CH:32][C:31]=12.C(=O)([O-])[O-].[K+].[K+]. The catalyst is C1COCC1. The product is [CH:1]1([NH:4][C:5]([C:7]2[CH:8]=[CH:9][C:10]([CH3:26])=[C:11]([NH:13][C:14]([C:16]3[CH:17]=[N:18][C:19]([O:37][CH2:36][C:28]4[N:27]=[C:31]5[CH:32]=[CH:33][CH:34]=[CH:35][N:30]5[CH:29]=4)=[N:20][CH:21]=3)=[O:15])[CH:12]=2)=[O:6])[CH2:3][CH2:2]1. The yield is 0.230. (3) The reactants are [CH3:22][C:17]1[CH:18]=[CH:19][CH:20]=[CH:21][C:16]=1P([C:16]1[CH:21]=[CH:20][CH:19]=[CH:18][C:17]=1[CH3:22])[C:16]1[CH:21]=[CH:20][CH:19]=[CH:18][C:17]=1[CH3:22].C(N(CC)C(C)C)(C)C.[O:32]1[CH:36]=[CH:35][CH2:34][CH2:33]1.C(OCC)(=[O:39])C. The catalyst is C1(C)C=CC=CC=1.CCCCCC.C1C=CC(/C=C/C(/C=C/C2C=CC=CC=2)=O)=CC=1.C1C=CC(/C=C/C(/C=C/C2C=CC=CC=2)=O)=CC=1.C1C=CC(/C=C/C(/C=C/C2C=CC=CC=2)=O)=CC=1.[Pd].[Pd]. The product is [O:32]1[CH:33]=[CH:34][CH2:35][CH:36]1[C:19]1[CH:18]=[C:17]([CH:16]=[CH:21][CH:20]=1)[CH:22]=[O:39]. The yield is 0.620. (4) The product is [CH3:22][N:21]([CH2:20][C:12]1[N:11]([CH3:10])[C:19]2[C:14]([CH:13]=1)=[CH:15][CH:16]=[CH:17][CH:18]=2)[C:5](=[O:9])/[CH:6]=[CH:7]/[C:28]1[CH:27]=[N:29][CH:25]=[CH:24][CH:23]=1. The yield is 0.400. The reactants are C(Cl)CCl.[C:5]([OH:9])(=O)[CH:6]=[CH2:7].[CH3:10][N:11]1[C:19]2[C:14](=[CH:15][CH:16]=[CH:17][CH:18]=2)[CH:13]=[C:12]1[CH2:20][NH:21][CH3:22].[CH:23]1[CH:24]=[CH:25]C2N(O)N=[N:29][C:27]=2[CH:28]=1.O. The catalyst is CN(C=O)C. (5) The reactants are [CH:1]1([CH2:6][CH:7]([C:11]2[CH:16]=[CH:15][C:14]([Cl:17])=[C:13]([Cl:18])[CH:12]=2)[C:8]([OH:10])=O)[CH2:5][CH2:4][CH2:3][CH2:2]1.C(Cl)(=O)C(Cl)=O.[NH2:25][C:26]1[CH:31]=[CH:30][CH:29]=[CH:28][N:27]=1.C(N(CC)C(C)C)(C)C. The catalyst is C(Cl)Cl.CN(C)C=O.O1CCCC1.O. The product is [CH:1]1([CH2:6][CH:7]([C:11]2[CH:16]=[CH:15][C:14]([Cl:17])=[C:13]([Cl:18])[CH:12]=2)[C:8]([NH:25][C:26]2[CH:31]=[CH:30][CH:29]=[CH:28][N:27]=2)=[O:10])[CH2:2][CH2:3][CH2:4][CH2:5]1. The yield is 0.500. (6) The reactants are [C:1]1([S:11]([NH2:14])(=[O:13])=[O:12])[C:2]([S:7]([NH2:10])(=[O:9])=[O:8])=[CH:3][CH:4]=[CH:5][CH:6]=1.[CH3:15][C:16]1[N:17]=[C:18]([C:24]2[CH:29]=[CH:28][CH:27]=[C:26]([C:30]([F:33])([F:32])[F:31])[CH:25]=2)[S:19][C:20]=1[C:21](O)=[O:22].C(Cl)CCl. The product is [CH3:15][C:16]1[N:17]=[C:18]([C:24]2[CH:29]=[CH:28][CH:27]=[C:26]([C:30]([F:33])([F:31])[F:32])[CH:25]=2)[S:19][C:20]=1[C:21]([NH:10][S:7]([C:2]1[CH:3]=[CH:4][CH:5]=[CH:6][C:1]=1[S:11](=[O:13])(=[O:12])[NH2:14])(=[O:9])=[O:8])=[O:22]. The catalyst is CN(C1C=CN=CC=1)C.CN(C=O)C.O. The yield is 0.420. (7) The reactants are [CH:1]1([C:7]2[O:8][C:9]([C:27]3[CH:32]=[CH:31][C:30]([C:33]([F:36])([F:35])[F:34])=[CH:29][CH:28]=3)=[CH:10][C:11]=2[CH:12]([O:17][C:18]2[CH:26]=[CH:25][C:21]([C:22](O)=[O:23])=[CH:20][CH:19]=2)[CH2:13][CH:14]([CH3:16])[CH3:15])[CH2:6][CH2:5][CH2:4][CH2:3][CH2:2]1.[CH3:37][NH:38][CH2:39][CH2:40][C:41]([O:43]CC)=[O:42]. No catalyst specified. The product is [CH:1]1([C:7]2[O:8][C:9]([C:27]3[CH:32]=[CH:31][C:30]([C:33]([F:36])([F:34])[F:35])=[CH:29][CH:28]=3)=[CH:10][C:11]=2[CH:12]([O:17][C:18]2[CH:19]=[CH:20][C:21]([C:22]([N:38]([CH3:37])[CH2:39][CH2:40][C:41]([OH:43])=[O:42])=[O:23])=[CH:25][CH:26]=2)[CH2:13][CH:14]([CH3:15])[CH3:16])[CH2:6][CH2:5][CH2:4][CH2:3][CH2:2]1. The yield is 0.910. (8) The reactants are [CH3:1][C:2]1[CH:6]=[C:5]([C:7]([OH:9])=O)[N:4]([C:10]2[CH:15]=[CH:14][CH:13]=[CH:12][CH:11]=2)[N:3]=1.CN(C)C=O.C(Cl)(=O)C(Cl)=O.[NH2:27][C:28]1[CH:49]=[CH:48][C:31]([O:32][C:33]2[CH:34]=[CH:35][C:36]3[N:37]([CH:39]=[C:40]([NH:42][C:43]([CH:45]4[CH2:47][CH2:46]4)=[O:44])[N:41]=3)[N:38]=2)=[CH:30][CH:29]=1. The catalyst is CN(C)C(=O)C.O1CCCC1. The product is [CH:45]1([C:43]([NH:42][C:40]2[N:41]=[C:36]3[CH:35]=[CH:34][C:33]([O:32][C:31]4[CH:30]=[CH:29][C:28]([NH:27][C:7]([C:5]5[N:4]([C:10]6[CH:15]=[CH:14][CH:13]=[CH:12][CH:11]=6)[N:3]=[C:2]([CH3:1])[CH:6]=5)=[O:9])=[CH:49][CH:48]=4)=[N:38][N:37]3[CH:39]=2)=[O:44])[CH2:46][CH2:47]1. The yield is 0.650.